Dataset: Forward reaction prediction with 1.9M reactions from USPTO patents (1976-2016). Task: Predict the product of the given reaction. (1) Given the reactants [Br:1][C:2]1[CH:9]=[CH:8][C:5]([CH:6]=O)=[CH:4][CH:3]=1.[CH3:10][O:11][CH:12]([O:15][CH3:16])[CH2:13][NH2:14].O.C1(C)C=CC(S(O)(=O)=O)=CC=1.[BH4-].[Na+], predict the reaction product. The product is: [Br:1][C:2]1[CH:9]=[CH:8][C:5]([CH2:6][NH:14][CH2:13][CH:12]([O:15][CH3:16])[O:11][CH3:10])=[CH:4][CH:3]=1. (2) Given the reactants [Br:1][C:2]1[CH:7]=[CH:6][CH:5]=[CH:4][C:3]=1[CH2:8][OH:9].[H-].[Na+].[CH3:12]I, predict the reaction product. The product is: [Br:1][C:2]1[CH:7]=[CH:6][CH:5]=[CH:4][C:3]=1[CH2:8][O:9][CH3:12]. (3) Given the reactants [CH3:1][CH:2]([N:4]1[C:8]2[N:9]=[C:10]([CH2:16][CH2:17][CH3:18])[CH:11]=[C:12]([C:13]([OH:15])=O)[C:7]=2[CH:6]=[N:5]1)[CH3:3].[NH2:19][CH2:20][C:21]1[C:22](=[O:29])[NH:23][C:24]([CH3:28])=[CH:25][C:26]=1[CH3:27].CN1CCOCC1.ON1C2N=CC=CC=2N=N1.C(Cl)CCl, predict the reaction product. The product is: [CH3:27][C:26]1[CH:25]=[C:24]([CH3:28])[NH:23][C:22](=[O:29])[C:21]=1[CH2:20][NH:19][C:13]([C:12]1[C:7]2[CH:6]=[N:5][N:4]([CH:2]([CH3:1])[CH3:3])[C:8]=2[N:9]=[C:10]([CH2:16][CH2:17][CH3:18])[CH:11]=1)=[O:15]. (4) Given the reactants [H-].[Na+].[Cl:3][C:4]1[CH:12]=[CH:11][C:10]2[NH:9][C:8]3[CH2:13][CH2:14][N:15]([CH3:17])[CH2:16][C:7]=3[C:6]=2[CH:5]=1.[CH2:18]([C:20]1([C:23]2[CH:28]=[CH:27][N:26]=[CH:25][CH:24]=2)[CH2:22][O:21]1)[CH3:19], predict the reaction product. The product is: [Cl:3][C:4]1[CH:12]=[CH:11][C:10]2[N:9]([CH2:22][C:20]([C:23]3[CH:28]=[CH:27][N:26]=[CH:25][CH:24]=3)([OH:21])[CH2:18][CH3:19])[C:8]3[CH2:13][CH2:14][N:15]([CH3:17])[CH2:16][C:7]=3[C:6]=2[CH:5]=1. (5) Given the reactants [C:1]([OH:6])(=O)[C@H:2]([CH3:4])[OH:3].[Cl:7][C:8]1[CH:9]=[C:10]([NH:22][C:23]2[C:32]3[C:27](=[CH:28][CH:29]=[CH:30][C:31]=3[O:33][CH2:34][C@H:35]3[CH2:39][CH2:38][CH2:37][NH:36]3)[N:26]=[CH:25][N:24]=2)[CH:11]=[CH:12][C:13]=1[O:14][CH2:15][C:16]1[CH:21]=[CH:20][CH:19]=[CH:18][N:17]=1, predict the reaction product. The product is: [Cl:7][C:8]1[CH:9]=[C:10]([NH:22][C:23]2[C:32]3[C:27](=[CH:28][CH:29]=[CH:30][C:31]=3[O:33][CH2:34][C@H:35]3[CH2:39][CH2:38][CH2:37][N:36]3[C:1](=[O:6])[C@@H:2]([OH:3])[CH3:4])[N:26]=[CH:25][N:24]=2)[CH:11]=[CH:12][C:13]=1[O:14][CH2:15][C:16]1[CH:21]=[CH:20][CH:19]=[CH:18][N:17]=1. (6) Given the reactants [N:1]1[CH:6]=[C:5]([C:7]([NH:9][C:10]2([C:13]([NH:15][CH2:16][C:17]3[N:22]=[CH:21][C:20]([NH:23][C:24]4[CH:33]=[CH:32][C:27]([C:28]([O:30]C)=[O:29])=[CH:26][C:25]=4[C:34]([F:37])([F:36])[F:35])=[CH:19][CH:18]=3)=[O:14])[CH2:12][CH2:11]2)=[O:8])[CH:4]=[N:3][CH:2]=1.C(O)C.Cl, predict the reaction product. The product is: [N:1]1[CH:6]=[C:5]([C:7]([NH:9][C:10]2([C:13]([NH:15][CH2:16][C:17]3[N:22]=[CH:21][C:20]([NH:23][C:24]4[CH:33]=[CH:32][C:27]([C:28]([OH:30])=[O:29])=[CH:26][C:25]=4[C:34]([F:37])([F:35])[F:36])=[CH:19][CH:18]=3)=[O:14])[CH2:11][CH2:12]2)=[O:8])[CH:4]=[N:3][CH:2]=1. (7) The product is: [NH:14]1[C:15]2[C:16](=[N:17][CH:18]=[CH:19][CH:20]=2)[N:21]=[C:13]1[CH2:12][CH:9]1[CH2:10][CH2:11][CH:6]([C:4]([OH:5])=[O:3])[CH2:7][CH2:8]1. Given the reactants C([O:3][C:4]([CH:6]1[CH2:11][CH2:10][CH:9]([CH2:12][C:13]2[NH:14][C:15]3[C:16]([N:21]=2)=[N:17][CH:18]=[CH:19][CH:20]=3)[CH2:8][CH2:7]1)=[O:5])C.[Li+].[OH-], predict the reaction product. (8) Given the reactants [CH2:1]([O:8][C:9](=[O:25])[CH2:10][CH2:11]C1C=CC(C2C=CC=C(Cl)C=2)=CC=1)[C:2]1[CH:7]=[CH:6][CH:5]=[CH:4][CH:3]=1.ClC(Cl)(OC(=O)OC(Cl)(Cl)Cl)Cl.CS(N)(=O)=O, predict the reaction product. The product is: [CH2:1]([O:8][C:9](=[O:25])[CH2:10][CH3:11])[C:2]1[CH:7]=[CH:6][CH:5]=[CH:4][CH:3]=1. (9) The product is: [CH3:26][S:23]([O:22][CH2:21][CH2:20][C:17]1[CH:18]=[C:19]2[C:14](=[CH:15][CH:16]=1)[NH:13][C:12]([CH3:27])=[C:11]2[C:9]([OH:10])=[O:8])(=[O:24])=[O:25]. Given the reactants C([O:8][C:9]([C:11]1[C:19]2[C:14](=[CH:15][CH:16]=[C:17]([CH2:20][CH2:21][O:22][S:23]([CH3:26])(=[O:25])=[O:24])[CH:18]=2)[NH:13][C:12]=1[CH3:27])=[O:10])C1C=CC=CC=1, predict the reaction product. (10) Given the reactants [OH:1][N:2]=[C:3]([Cl:10])[C:4]#[C:5][Si](C)(C)C.[Cl:11][C:12]1[CH:13]=[C:14](C#CC=NO)[CH:15]=[CH:16][CH:17]=1, predict the reaction product. The product is: [Cl:11][C:12]1[CH:17]=[C:16]([C:5]#[C:4][C:3]([Cl:10])=[N:2][OH:1])[CH:15]=[CH:14][CH:13]=1.